This data is from Reaction yield outcomes from USPTO patents with 853,638 reactions. The task is: Predict the reaction yield, written as a fraction of the theoretical maximum amount of product (1.0 means a 100% yield; for example, 0.34 means a 34% yield). (1) The yield is 0.930. The product is [F:15][C:16]1[CH:21]=[C:20]([F:22])[CH:19]=[CH:18][C:17]=1[C:2]1[CH:11]=[N:10][CH:9]=[C:8]2[C:3]=1[CH:4]=[C:5]([C:12]([NH2:14])=[O:13])[CH:6]=[N:7]2. The reactants are Br[C:2]1[CH:11]=[N:10][CH:9]=[C:8]2[C:3]=1[CH:4]=[C:5]([C:12]([NH2:14])=[O:13])[CH:6]=[N:7]2.[F:15][C:16]1[CH:21]=[C:20]([F:22])[CH:19]=[CH:18][C:17]=1B(O)O.C(=O)([O-])[O-].[Cs+].[Cs+]. The catalyst is O1CCOCC1.O.C1(P([C-]2C=CC=C2)C2C=CC=CC=2)C=CC=CC=1.[C-]1(P(C2C=CC=CC=2)C2C=CC=CC=2)C=CC=C1.[Fe+2].[Pd](Cl)Cl. (2) The reactants are [CH2:1]([C:3]1[CH:17]=[CH:16][C:6]([O:7][C:8]2[CH:14]=[CH:13][C:11](N)=[CH:10][C:9]=2[F:15])=[C:5]([O:18][CH3:19])[CH:4]=1)[CH3:2].N([O-])=[O:21].[Na+].C([O-])(O)=O.[Na+].[NH4+].[OH-]. The catalyst is OS(O)(=O)=O.O.S([O-])([O-])(=O)=O.[Cu+2].[Cu-]=O. The product is [CH2:1]([C:3]1[CH:17]=[CH:16][C:6]([O:7][C:8]2[CH:14]=[CH:13][C:11]([OH:21])=[CH:10][C:9]=2[F:15])=[C:5]([O:18][CH3:19])[CH:4]=1)[CH3:2]. The yield is 0.390. (3) The reactants are [CH3:1][C@@H:2]1[CH2:6][CH2:5][CH2:4][N:3]1[CH2:7][CH2:8][CH2:9][O:10][C:11]1[CH:16]=[CH:15][C:14]([C:17]2[S:18][C:19]3[CH2:20][NH:21][CH2:22][CH2:23][C:24]=3[N:25]=2)=[CH:13][CH:12]=1.Cl.CN(C)CCCN=C=NCC.ON1C2C=CC=CC=2N=N1.CN(C1C=CC=CN=1)C.[C:57](O)(=[O:60])[CH2:58][OH:59]. The catalyst is ClCCl.O. The product is [CH3:1][C@@H:2]1[CH2:6][CH2:5][CH2:4][N:3]1[CH2:7][CH2:8][CH2:9][O:10][C:11]1[CH:12]=[CH:13][C:14]([C:17]2[S:18][C:19]3[CH2:20][N:21]([C:58](=[O:59])[CH2:57][OH:60])[CH2:22][CH2:23][C:24]=3[N:25]=2)=[CH:15][CH:16]=1. The yield is 0.250. (4) The reactants are [N+:1]([C:4]1[CH:5]=[N:6][CH:7]=[CH:8][C:9]=1[C:10]1[CH2:15][CH2:14][CH2:13][CH:12](O)[CH:11]=1)([O-:3])=[O:2].C1(P(C2C=CC=CC=2)C2C=CC=CC=2)C=CC=CC=1.[C:36]1(=[O:46])[NH:40][C:39](=[O:41])[C:38]2=[CH:42][CH:43]=[CH:44][CH:45]=[C:37]12.N(/C(OC(C)(C)C)=O)=N\C(OC(C)(C)C)=O. The catalyst is C1COCC1. The product is [N+:1]([C:4]1[CH:5]=[N:6][CH:7]=[CH:8][C:9]=1[C:10]1[CH2:15][CH2:14][CH2:13][CH:12]([N:40]2[C:36](=[O:46])[C:37]3[C:38](=[CH:42][CH:43]=[CH:44][CH:45]=3)[C:39]2=[O:41])[CH:11]=1)([O-:3])=[O:2]. The yield is 0.630. (5) The reactants are O[CH2:2][CH:3]1[CH2:5][CH:4]1[C:6]1[CH:13]=[CH:12][CH:11]=[CH:10][C:7]=1[C:8]#[N:9].C([N:16](CC)CC)C.CS(Cl)(=O)=O.[OH-].[NH4+]. The catalyst is C(Cl)Cl.C(#N)C. The yield is 0.130. The product is [NH2:16][CH2:2][CH:3]1[CH2:5][CH:4]1[C:6]1[CH:13]=[CH:12][CH:11]=[CH:10][C:7]=1[C:8]#[N:9]. (6) The reactants are [CH:1]([N:4]1[C:8]([C:9]2[S:10][C:11]3[CH2:12][CH2:13][O:14][C:15]4[CH:22]=[C:21]([CH:23]5[CH2:26][N:25]([C:27]([CH3:31])([CH3:30])[C:28]#[N:29])[CH2:24]5)[CH:20]=[CH:19][C:16]=4[C:17]=3[N:18]=2)=[N:7][CH:6]=[N:5]1)([CH3:3])[CH3:2].C(=O)([O-])[O-:33].[K+].[K+].OO.O. The catalyst is CS(C)=O. The product is [CH:1]([N:4]1[C:8]([C:9]2[S:10][C:11]3[CH2:12][CH2:13][O:14][C:15]4[CH:22]=[C:21]([CH:23]5[CH2:26][N:25]([C:27]([CH3:31])([CH3:30])[C:28]([NH2:29])=[O:33])[CH2:24]5)[CH:20]=[CH:19][C:16]=4[C:17]=3[N:18]=2)=[N:7][CH:6]=[N:5]1)([CH3:3])[CH3:2]. The yield is 0.0900. (7) The yield is 0.440. The reactants are O(P(O[C:18]1[N:19]([C:24]([O:26][C:27]([CH3:30])([CH3:29])[CH3:28])=[O:25])[CH2:20][CH2:21][O:22][CH:23]=1)(OC1C=CC=CC=1)=O)C1C=CC=CC=1.[OH:31][C:32]1[CH:37]=[CH:36][C:35](B(O)O)=[CH:34][CH:33]=1. No catalyst specified. The product is [OH:31][C:32]1[CH:37]=[CH:36][C:35]([C:18]2[N:19]([C:24]([O:26][C:27]([CH3:28])([CH3:29])[CH3:30])=[O:25])[CH2:20][CH2:21][O:22][CH:23]=2)=[CH:34][CH:33]=1. (8) The reactants are [C:1]([C:3]1[C:4]([NH2:10])=[N:5][C:6]([NH2:9])=[CH:7][CH:8]=1)#[CH:2].[F:11][C:12]1[CH:28]=[CH:27][C:15]([CH2:16][C:17]2[O:21][C:20]([CH2:22][C:23](Cl)=[N:24][OH:25])=[CH:19][CH:18]=2)=[CH:14][CH:13]=1.C(N(CC)CC)C. The catalyst is O1CCCC1. The product is [F:11][C:12]1[CH:28]=[CH:27][C:15]([CH2:16][C:17]2[O:21][C:20]([CH2:22][C:23]3[CH:2]=[C:1]([C:3]4[C:4]([NH2:10])=[N:5][C:6]([NH2:9])=[CH:7][CH:8]=4)[O:25][N:24]=3)=[CH:19][CH:18]=2)=[CH:14][CH:13]=1. The yield is 0.330. (9) The reactants are [CH2:1]([C:13]1[CH:18]=[C:17]([CH2:19][CH3:20])[C:16]([NH2:21])=[C:15]([CH2:22][CH3:23])[CH:14]=1)[C:2]1[CH:7]=[C:6]([CH2:8][CH3:9])[C:5]([NH2:10])=[C:4]([CH2:11][CH3:12])[CH:3]=1.[CH2:24]([C:26]([CH3:28])=O)[CH3:25]. No catalyst specified. The product is [C:24](=[N:21][C:16]1[C:17]([CH2:19][CH3:20])=[CH:18][C:13]([CH2:1][C:2]2[CH:7]=[C:6]([CH2:8][CH3:9])[C:5]([N:10]=[C:1]([CH2:2][CH3:3])[CH3:13])=[C:4]([CH2:11][CH3:12])[CH:3]=2)=[CH:14][C:15]=1[CH2:22][CH3:23])([CH2:26][CH3:28])[CH3:25]. The yield is 0.947.